From a dataset of Reaction yield outcomes from USPTO patents with 853,638 reactions. Predict the reaction yield, written as a fraction of the theoretical maximum amount of product (1.0 means a 100% yield; for example, 0.34 means a 34% yield). (1) The yield is 1.00. The product is [N:1]12[CH2:8][CH2:7][C:4]([CH2:9][NH:10][CH2:11][C:12]3[C:20]4[C:19]([C:21]([O-:23])=[O:22])=[CH:18][CH:17]=[CH:16][C:15]=4[NH:14][N:13]=3)([CH2:5][CH2:6]1)[CH2:3][CH2:2]2.[Li+:27]. The reactants are [N:1]12[CH2:8][CH2:7][C:4]([CH2:9][NH:10][CH2:11][C:12]3[C:20]4[C:19]([C:21]([O:23]C)=[O:22])=[CH:18][CH:17]=[CH:16][C:15]=4[NH:14][N:13]=3)([CH2:5][CH2:6]1)[CH2:3][CH2:2]2.O.[OH-].[Li+:27]. The catalyst is O1CCCC1.O. (2) The reactants are [C:1]([O:5][C:6]([NH:8][C@H:9]([CH2:16][OH:17])[CH2:10][CH2:11][C:12]([O:14][CH3:15])=[O:13])=[O:7])([CH3:4])([CH3:3])[CH3:2].CO[C:20]([CH3:22])=[CH2:21]. The catalyst is CC(C)=O.B(F)(F)F.CCOCC. The product is [CH3:15][O:14][C:12](=[O:13])[CH2:11][CH2:10][C@H:9]1[CH2:16][O:17][C:20]([CH3:22])([CH3:21])[N:8]1[C:6]([O:5][C:1]([CH3:2])([CH3:4])[CH3:3])=[O:7]. The yield is 0.900. (3) The reactants are Cl[C:2](=[O:9])[CH2:3][CH2:4][C:5]([O:7][CH3:8])=[O:6].[Br:10][C:11]1[CH:12]=[C:13]2[C:18](=[CH:19][CH:20]=1)[C:17]([CH3:22])([CH3:21])[C:16](=[O:23])[CH:15]=[C:14]2[OH:24]. The catalyst is ClCCCl.C(Cl)Cl. The product is [C:2]([O:24][C:14]1[C:13]2[C:18](=[CH:19][CH:20]=[C:11]([Br:10])[CH:12]=2)[C:17]([CH3:22])([CH3:21])[C:16](=[O:23])[CH:15]=1)(=[O:9])[CH2:3][CH2:4][C:5]([O:7][CH3:8])=[O:6]. The yield is 0.850. (4) The reactants are Br[C:2]1[CH:7]=[CH:6][C:5]([N:8]([C:13]2[C:32]([CH:33]3[CH2:35][CH2:34]3)=[CH:31][C:16]3[C:17]([C:27]([NH:29][CH3:30])=[O:28])=[C:18]([C:20]4[CH:25]=[CH:24][C:23]([Cl:26])=[CH:22][CH:21]=4)[O:19][C:15]=3[CH:14]=2)[S:9]([CH3:12])(=[O:11])=[O:10])=[CH:4][C:3]=1[C:36]#[N:37].C([O-])(=O)C.[K+].[B:43]1([B:43]2[O:47][C:46]([CH3:49])([CH3:48])[C:45]([CH3:51])([CH3:50])[O:44]2)[O:47][C:46]([CH3:49])([CH3:48])[C:45]([CH3:51])([CH3:50])[O:44]1.B(O)O. The catalyst is O1CCOCC1.C1C=CC(P(C2C=CC=CC=2)[C-]2C=CC=C2)=CC=1.C1C=CC(P(C2C=CC=CC=2)[C-]2C=CC=C2)=CC=1.Cl[Pd]Cl.[Fe+2].C(Cl)Cl. The product is [Cl:26][C:23]1[CH:24]=[CH:25][C:20]([C:18]2[O:19][C:15]3[CH:14]=[C:13]([N:8]([C:5]4[CH:6]=[CH:7][C:2]([B:43]5[O:47][C:46]([CH3:49])([CH3:48])[C:45]([CH3:51])([CH3:50])[O:44]5)=[C:3]([C:36]#[N:37])[CH:4]=4)[S:9]([CH3:12])(=[O:11])=[O:10])[C:32]([CH:33]4[CH2:34][CH2:35]4)=[CH:31][C:16]=3[C:17]=2[C:27]([NH:29][CH3:30])=[O:28])=[CH:21][CH:22]=1. The yield is 0.470. (5) The reactants are [S:1]1[C:5]2[CH:6]=[CH:7][C:8]([NH:10][C:11]3[C:20]4[C:15](=[CH:16][C:17]([OH:28])=[C:18]([S:21]([C:24]([CH3:27])([CH3:26])[CH3:25])(=[O:23])=[O:22])[CH:19]=4)[N:14]=[CH:13][N:12]=3)=[CH:9][C:4]=2[N:3]=[CH:2]1.C(=O)([O-])[O-].[K+].[K+].Br[C:36]([CH3:43])([CH3:42])[C:37]([O:39][CH2:40][CH3:41])=[O:38]. The catalyst is CN(C=O)C. The product is [S:1]1[C:5]2[CH:6]=[CH:7][C:8]([NH:10][C:11]3[C:20]4[C:15](=[CH:16][C:17]([O:28][C:36]([CH3:43])([CH3:42])[C:37]([O:39][CH2:40][CH3:41])=[O:38])=[C:18]([S:21]([C:24]([CH3:25])([CH3:27])[CH3:26])(=[O:22])=[O:23])[CH:19]=4)[N:14]=[CH:13][N:12]=3)=[CH:9][C:4]=2[N:3]=[CH:2]1. The yield is 0.320. (6) The reactants are [Cl:1][C:2]1[CH:6]=[C:5](C(O)=O)[N:4]([CH3:10])[N:3]=1.C1(P([N:25]=[N+]=[N-])(C2C=CC=CC=2)=O)C=CC=CC=1.[C:28]([OH:32])([CH3:31])([CH3:30])[CH3:29].C1[CH2:37][O:36]CC1. No catalyst specified. The product is [Cl:1][C:2]1[CH:6]=[C:5]([NH:25][C:37](=[O:36])[O:32][C:28]([CH3:31])([CH3:30])[CH3:29])[N:4]([CH3:10])[N:3]=1. The yield is 0.740. (7) The reactants are [Br:1][C:2]1[CH:3]=[CH:4][C:5]([O:9][C:10]2[CH:15]=[CH:14][C:13]([CH3:16])=[CH:12][C:11]=2[O:17]C)=[C:6]([OH:8])[CH:7]=1.B(Br)(Br)Br. The catalyst is C(Cl)Cl. The yield is 0.900. The product is [Br:1][C:2]1[CH:3]=[CH:4][C:5]([O:9][C:10]2[CH:15]=[CH:14][C:13]([CH3:16])=[CH:12][C:11]=2[OH:17])=[C:6]([OH:8])[CH:7]=1. (8) The reactants are [CH3:1][O:2][C:3]1[CH:8]=[CH:7][CH:6]=[CH:5][C:4]=1[C:9]1[C:17]2[C:12](=[N:13][CH:14]=[C:15](B3OC(C)(C)C(C)(C)O3)[CH:16]=2)[N:11](S(C2C=CC(C)=CC=2)(=O)=O)[CH:10]=1.[NH2:37][C:38]1[CH:48]=[CH:47][C:46](Br)=[CH:45][C:39]=1[C:40]([N:42]([CH3:44])[CH3:43])=[O:41].C([O-])(O)=O.[Na+]. The catalyst is C(#N)C. The product is [NH2:37][C:38]1[CH:48]=[CH:47][C:46]([C:15]2[CH:16]=[C:17]3[C:9]([C:4]4[CH:5]=[CH:6][CH:7]=[CH:8][C:3]=4[O:2][CH3:1])=[CH:10][NH:11][C:12]3=[N:13][CH:14]=2)=[CH:45][C:39]=1[C:40]([N:42]([CH3:44])[CH3:43])=[O:41]. The yield is 0.110.